Dataset: Forward reaction prediction with 1.9M reactions from USPTO patents (1976-2016). Task: Predict the product of the given reaction. Given the reactants C(OC(=O)C)(=O)C.C(O)(=O)C.[Br:12][C:13]1[CH:14]=[C:15]2[C:20](=[CH:21][CH:22]=1)[C:19]([CH3:24])([CH3:23])[CH2:18][CH2:17][CH2:16]2, predict the reaction product. The product is: [Br:12][C:13]1[CH:14]=[C:15]2[C:20]([C:19]([CH3:24])([CH3:23])[CH2:18][CH:17]=[CH:16]2)=[CH:21][CH:22]=1.